Dataset: Reaction yield outcomes from USPTO patents with 853,638 reactions. Task: Predict the reaction yield, written as a fraction of the theoretical maximum amount of product (1.0 means a 100% yield; for example, 0.34 means a 34% yield). (1) The reactants are C[O-].[Na+].[F:4][C:5]1[C:6]([O:14][CH2:15][C:16]2[CH:21]=[CH:20][CH:19]=[CH:18][CH:17]=2)=[C:7]([C:11](=[NH:13])[NH2:12])[CH:8]=[CH:9][CH:10]=1.[C:22]([CH:25]([CH2:30][CH:31]([CH3:33])[CH3:32])[C:26](OC)=[O:27])(=O)[CH3:23]. No catalyst specified. The product is [F:4][C:5]1[C:6]([O:14][CH2:15][C:16]2[CH:21]=[CH:20][CH:19]=[CH:18][CH:17]=2)=[C:7]([C:11]2[NH:12][C:22]([CH3:23])=[C:25]([CH2:30][CH:31]([CH3:33])[CH3:32])[C:26](=[O:27])[N:13]=2)[CH:8]=[CH:9][CH:10]=1. The yield is 0.190. (2) The reactants are Br[C:2]([CH3:12])([CH3:11])[C:3]([C:5]1[CH:10]=[CH:9][CH:8]=[CH:7][CH:6]=1)=[O:4].[N-:13]=[N+:14]=[N-:15].[Na+]. The catalyst is CN(C=O)C. The product is [N:13]([C:2]([CH3:12])([CH3:11])[C:3]([C:5]1[CH:10]=[CH:9][CH:8]=[CH:7][CH:6]=1)=[O:4])=[N+:14]=[N-:15]. The yield is 1.00. (3) The product is [CH3:15][O:14][C:11]1[CH:12]=[CH:13][C:8]([C:7]([O:22][CH2:23][C@H:24]2[O:28][C@@H:27]([N:29]3[CH:36]=[CH:35][C:33](=[O:34])[NH:32][C:30]3=[O:31])[C@H:26]([O:37][CH2:55][O:54][CH2:53][CH2:52][C:50]#[N:51])[C@@H:25]2[OH:38])([C:16]2[CH:17]=[CH:18][CH:19]=[CH:20][CH:21]=2)[C:6]2[CH:39]=[CH:40][C:3]([O:2][CH3:1])=[CH:4][CH:5]=2)=[CH:9][CH:10]=1. The yield is 0.340. The reactants are [CH3:1][O:2][C:3]1[CH:40]=[CH:39][C:6]([C:7]([O:22][CH2:23][C@H:24]2[O:28][C@@H:27]([N:29]3[CH:36]=[CH:35][C:33](=[O:34])[NH:32][C:30]3=[O:31])[C@H:26]([OH:37])[C@@H:25]2[OH:38])([C:16]2[CH:21]=[CH:20][CH:19]=[CH:18][CH:17]=2)[C:8]2[CH:13]=[CH:12][C:11]([O:14][CH3:15])=[CH:10][CH:9]=2)=[CH:5][CH:4]=1.C(N(C(C)C)CC)(C)C.[C:50]([CH2:52][CH2:53][O:54][CH2:55]Cl)#[N:51].C(=O)(O)[O-].[Na+]. The catalyst is ClCCCl. (4) The reactants are Br[C:2]1[CH:7]=[CH:6][C:5]([Br:8])=[CH:4][N:3]=1.C([Li])CCC.[CH:14](=[O:18])[CH2:15][CH2:16][CH3:17]. The catalyst is C1(C)C=CC=CC=1. The product is [Br:8][C:5]1[CH:6]=[CH:7][C:2]([CH:14]([OH:18])[CH2:15][CH2:16][CH3:17])=[N:3][CH:4]=1. The yield is 0.700. (5) The reactants are [F:1][C:2]1[CH:7]=[CH:6][C:5]([N:8]=[C:9]=[O:10])=[CH:4][CH:3]=1.CCN(CC)CC.[OH:18][CH2:19][CH2:20][O:21][C:22]1[C:27]([CH3:28])=[CH:26][C:25]([C:29]2[NH:38][C:37](=[O:39])[C:36]3[C:31](=[CH:32][C:33]([O:42][CH3:43])=[CH:34][C:35]=3[O:40][CH3:41])[N:30]=2)=[CH:24][C:23]=1[CH3:44]. The catalyst is C1COCC1.CCOC(C)=O. The product is [F:1][C:2]1[CH:7]=[CH:6][C:5]([NH:8][C:9](=[O:10])[O:18][CH2:19][CH2:20][O:21][C:22]2[C:27]([CH3:28])=[CH:26][C:25]([C:29]3[NH:38][C:37](=[O:39])[C:36]4[C:31](=[CH:32][C:33]([O:42][CH3:43])=[CH:34][C:35]=4[O:40][CH3:41])[N:30]=3)=[CH:24][C:23]=2[CH3:44])=[CH:4][CH:3]=1. The yield is 0.740. (6) The reactants are [OH:1][CH2:2][CH2:3][CH2:4][NH:5][C:6]([C:8]1[NH:9][C:10]([C:13]2[CH:18]=[C:17]([O:19][C:20]3[CH:25]=[CH:24][C:23]([S:26]([CH3:29])(=[O:28])=[O:27])=[CH:22][CH:21]=3)[CH:16]=[C:15]([O:30][C@@H:31]([CH3:35])[CH2:32][O:33][CH3:34])[CH:14]=2)=[CH:11][CH:12]=1)=O.CS(O)(=O)=O.C(N(CC)CC)C.C(=O)([O-])O.[Na+]. The catalyst is O1CCCC1. The product is [CH3:34][O:33][CH2:32][C@H:31]([CH3:35])[O:30][C:15]1[CH:14]=[C:13]([C:10]2[NH:9][C:8]([C:6]3[O:1][CH2:2][CH2:3][CH2:4][N:5]=3)=[CH:12][CH:11]=2)[CH:18]=[C:17]([O:19][C:20]2[CH:25]=[CH:24][C:23]([S:26]([CH3:29])(=[O:28])=[O:27])=[CH:22][CH:21]=2)[CH:16]=1. The yield is 0.720. (7) The reactants are [CH:1]1([CH2:6][CH:7]([C:11]2[CH:16]=[CH:15][C:14]([N+:17]([O-:19])=[O:18])=[CH:13][CH:12]=2)[C:8]([OH:10])=O)[CH2:5][CH2:4][CH2:3][CH2:2]1.C(Cl)(=O)C(Cl)=O.[NH2:26][C:27]1[CH:32]=[CH:31][CH:30]=[CH:29][N:28]=1.C(N(CC)C(C)C)(C)C. The catalyst is C(Cl)Cl.CN(C)C=O. The yield is 0.325. The product is [CH:1]1([CH2:6][CH:7]([C:11]2[CH:16]=[CH:15][C:14]([N+:17]([O-:19])=[O:18])=[CH:13][CH:12]=2)[C:8]([NH:26][C:27]2[CH:32]=[CH:31][CH:30]=[CH:29][N:28]=2)=[O:10])[CH2:2][CH2:3][CH2:4][CH2:5]1.